This data is from Catalyst prediction with 721,799 reactions and 888 catalyst types from USPTO. The task is: Predict which catalyst facilitates the given reaction. (1) Reactant: [C:1]([O:5][C:6](=[O:28])[NH:7][CH:8]([CH3:27])[CH2:9][C:10]1[C:18]2[C:13](=[C:14]([O:19][CH2:20][C:21]3C=CC=CC=3)[CH:15]=[CH:16][CH:17]=2)[NH:12][CH:11]=1)([CH3:4])([CH3:3])[CH3:2].BrCC#[N:32].C(=O)([O-])[O-].[K+].[K+]. Product: [C:1]([O:5][C:6](=[O:28])[NH:7][CH:8]([CH3:27])[CH2:9][C:10]1[C:18]2[C:13](=[C:14]([O:19][CH2:20][C:21]#[N:32])[CH:15]=[CH:16][CH:17]=2)[NH:12][CH:11]=1)([CH3:4])([CH3:3])[CH3:2]. The catalyst class is: 311. (2) Reactant: [C:1]1([C:7]2[S:8][CH:9]=[CH:10][C:11]=2[C:12]2[CH:17]=[CH:16][CH:15]=[CH:14][C:13]=2[CH3:18])[CH:6]=[CH:5][CH:4]=[CH:3][CH:2]=1.[C:19](O)(=[O:23])[C:20]([CH3:22])=[CH2:21].CS(O)(=O)=O.O=P12OP3(OP(OP(O3)(O1)=O)(=O)O2)=O. Product: [CH3:21][CH:20]1[C:19](=[O:23])[C:9]2[S:8][C:7]([C:1]3[CH:6]=[CH:5][CH:4]=[CH:3][CH:2]=3)=[C:11]([C:12]3[CH:17]=[CH:16][CH:15]=[CH:14][C:13]=3[CH3:18])[C:10]=2[CH2:22]1. The catalyst class is: 4. (3) Reactant: [CH3:1][C:2]1[CH:7]=[CH:6][CH:5]=[C:4]([O:8][CH3:9])[C:3]=1[O:10][CH3:11].[Cl:12]CCOCCCl. Product: [CH3:11][O:10][C:3]1[C:4]([O:8][CH3:9])=[CH:5][CH:6]=[C:7]([Cl:12])[C:2]=1[CH3:1]. The catalyst class is: 86. (4) Reactant: [Zn:1](CC)CC.[CH:6]1[CH:25]=[CH:24][C:22](=[O:23])/[C:8](=[CH:9]/[NH:10][CH2:11][CH2:12][NH:13]/[CH:14]=[C:15]2/[CH:16]=[CH:17][CH:18]=[CH:19][C:20]/2=[O:21])/[CH:7]=1. Product: [CH:17]1[CH:18]=[CH:19][C:20](=[O:21])/[C:15](=[CH:14]/[NH:13][CH2:12][CH2:11][NH:10]/[CH:9]=[C:8]2/[CH:7]=[CH:6][CH:25]=[CH:24][C:22]/2=[O:23])/[CH:16]=1.[Zn:1]. The catalyst class is: 1. (5) Reactant: [Cl-].[CH3:2][O:3][CH2:4][P+](C1C=CC=CC=1)(C1C=CC=CC=1)C1C=CC=CC=1.CC([O-])(C)C.[K+].[Br:30][C:31]1[CH:32]=[C:33]([F:43])[CH:34]=[C:35]2[C:40]=1[N:39]=[C:38]([CH:41]=O)[CH:37]=[CH:36]2. Product: [Br:30][C:31]1[CH:32]=[C:33]([F:43])[CH:34]=[C:35]2[C:40]=1[N:39]=[C:38]([CH:41]=[CH:2][O:3][CH3:4])[CH:37]=[CH:36]2. The catalyst class is: 1. (6) Product: [C:3]1(=[O:2])[NH:13][CH2:12][CH2:11][N:6]2[C:7](=[O:10])[CH2:8][CH:9]=[C:5]12. The catalyst class is: 458. Reactant: C[O:2][C:3]([CH:5]1[CH2:9][CH2:8][C:7](=[O:10])[N:6]1[CH2:11][C:12]#[N:13])=O. (7) Reactant: [CH3:1][O:2][C:3]1[CH:4]=[C:5]2[C:10](=[CH:11][C:12]=1[O:13][CH3:14])[N:9]=[CH:8][CH:7]=[C:6]2[O:15][C:16]1[C:22]([CH3:23])=[CH:21][C:19]([NH2:20])=[C:18]([CH3:24])[CH:17]=1.Cl[C:26](Cl)([O:28]C(=O)OC(Cl)(Cl)Cl)Cl.[CH3:37][CH2:38][CH:39]([OH:44])[CH2:40][CH2:41][CH2:42][CH3:43].C(=O)(O)[O-].[Na+]. Product: [CH3:1][O:2][C:3]1[CH:4]=[C:5]2[C:10](=[CH:11][C:12]=1[O:13][CH3:14])[N:9]=[CH:8][CH:7]=[C:6]2[O:15][C:16]1[C:22]([CH3:23])=[CH:21][C:19]([NH:20][C:26](=[O:28])[O:44][CH:39]([CH2:38][CH3:37])[CH2:40][CH2:41][CH2:42][CH3:43])=[C:18]([CH3:24])[CH:17]=1. The catalyst class is: 208. (8) Reactant: [CH2:1]([O:3][C:4]([CH2:6][C:7](=O)[CH:8]([O:11][C:12](=O)[C:13]1[CH:18]=[CH:17][C:16]([C:19]([F:22])([F:21])[F:20])=[CH:15][CH:14]=1)[CH2:9][CH3:10])=[O:5])[CH3:2].C([O-])(=O)C.[NH4+:29]. Product: [CH2:1]([O:3][C:4](=[O:5])[CH2:6][C:7]1[N:29]=[C:12]([C:13]2[CH:18]=[CH:17][C:16]([C:19]([F:22])([F:21])[F:20])=[CH:15][CH:14]=2)[O:11][C:8]=1[CH2:9][CH3:10])[CH3:2]. The catalyst class is: 15.